This data is from Reaction yield outcomes from USPTO patents with 853,638 reactions. The task is: Predict the reaction yield, written as a fraction of the theoretical maximum amount of product (1.0 means a 100% yield; for example, 0.34 means a 34% yield). The reactants are [F:1][C:2]1[CH:11]=[C:10]2[C:5]([C:6](=[O:14])[N:7]([CH3:13])[C:8](=[O:12])[NH:9]2)=[CH:4][CH:3]=1.[H-].[Na+].CS(O[CH2:22][CH2:23][N:24]1[CH2:29][CH2:28][CH:27]([NH:30][C:31]([O:33][C:34]([CH3:37])([CH3:36])[CH3:35])=[O:32])[CH2:26][CH2:25]1)(=O)=O.C(OC(=O)NC1CCN(CCN2C3C(=CC=C(OC)C=3)C=CC2=O)CC1)(C)(C)C. The catalyst is C(OCC)(=O)C. The product is [C:34]([O:33][C:31](=[O:32])[NH:30][CH:27]1[CH2:28][CH2:29][N:24]([CH2:23][CH2:22][N:9]2[C:10]3[C:5](=[CH:4][CH:3]=[C:2]([F:1])[CH:11]=3)[C:6](=[O:14])[N:7]([CH3:13])[C:8]2=[O:12])[CH2:25][CH2:26]1)([CH3:37])([CH3:36])[CH3:35]. The yield is 0.240.